This data is from Catalyst prediction with 721,799 reactions and 888 catalyst types from USPTO. The task is: Predict which catalyst facilitates the given reaction. (1) The catalyst class is: 283. Product: [CH3:1][C:2]1([CH3:15])[O:6][C@H:5]([CH2:7][OH:12])[CH2:4][O:3]1. Reactant: [CH3:1][C:2]1([CH3:15])[O:6][C@H:5]([C@H:7]2[O:12]C(=O)[C@@H](O)[C@H]2O)[CH2:4][O:3]1.I([O-])(=O)(=O)=O.[Na+].[OH-].[Na+].[BH4-].[Na+]. (2) Reactant: [CH:1]1([C:6]2[C:14]3[C:9](=[CH:10][CH:11]=[CH:12][CH:13]=3)[N:8]([S:15]([C:18]3[CH:26]=[CH:25][C:21]([C:22]([OH:24])=O)=[CH:20][CH:19]=3)(=[O:17])=[O:16])[CH:7]=2)[CH2:5][CH2:4][CH2:3][CH2:2]1.CN1CCOCC1.ClC1N=C(OC)N=C(OC)N=1.[NH2:45][CH2:46][CH:47]1[CH2:52][CH2:51][O:50][CH2:49][CH2:48]1.Cl. Product: [CH:1]1([C:6]2[C:14]3[C:9](=[CH:10][CH:11]=[CH:12][CH:13]=3)[N:8]([S:15]([C:18]3[CH:26]=[CH:25][C:21]([C:22]([NH:45][CH2:46][CH:47]4[CH2:52][CH2:51][O:50][CH2:49][CH2:48]4)=[O:24])=[CH:20][CH:19]=3)(=[O:16])=[O:17])[CH:7]=2)[CH2:2][CH2:3][CH2:4][CH2:5]1. The catalyst class is: 76. (3) Reactant: [Cl-].O[NH3+:3].[C:4](=[O:7])([O-])[OH:5].[Na+].CS(C)=O.[CH2:13]([N:20]1[C:25](=[O:26])[C:24]([CH2:27][C:28]2[CH:33]=[CH:32][C:31]([C:34]3[C:35]([C:40]#[N:41])=[CH:36][CH:37]=[CH:38][CH:39]=3)=[CH:30][CH:29]=2)=[C:23]([CH2:42][CH2:43][CH2:44][CH3:45])[N:22]=[C:21]1[CH2:46][F:47])[C:14]1[CH:19]=[CH:18][CH:17]=[CH:16][CH:15]=1. Product: [CH2:13]([N:20]1[C:25](=[O:26])[C:24]([CH2:27][C:28]2[CH:33]=[CH:32][C:31]([C:34]3[CH:39]=[CH:38][CH:37]=[CH:36][C:35]=3[C:40]3[NH:3][C:4](=[O:7])[O:5][N:41]=3)=[CH:30][CH:29]=2)=[C:23]([CH2:42][CH2:43][CH2:44][CH3:45])[N:22]=[C:21]1[CH2:46][F:47])[C:14]1[CH:15]=[CH:16][CH:17]=[CH:18][CH:19]=1. The catalyst class is: 13. (4) Reactant: S(=O)(=O)(O)O.[CH2:6]1[C:14]2[C:9](=[CH:10][CH:11]=[CH:12][CH:13]=2)[CH2:8][NH:7]1.[N+:15]([O-])([OH:17])=[O:16]. Product: [N+:15]([C:12]1[CH:13]=[C:14]2[C:9](=[CH:10][CH:11]=1)[CH2:8][NH:7][CH2:6]2)([O-:17])=[O:16]. The catalyst class is: 25.